This data is from Reaction yield outcomes from USPTO patents with 853,638 reactions. The task is: Predict the reaction yield, written as a fraction of the theoretical maximum amount of product (1.0 means a 100% yield; for example, 0.34 means a 34% yield). (1) The reactants are C([N:8]1[CH2:21][CH2:20][C:19]2[C:18]3[CH:17]=[C:16]([C:22]4[CH:27]=[CH:26][C:25]([O:28][CH3:29])=[CH:24][CH:23]=4)[CH:15]=[CH:14][C:13]=3[NH:12][C:11]=2[CH2:10][CH2:9]1)C1C=CC=CC=1.[ClH:30]. The catalyst is C(O)C.[Pd]. The product is [ClH:30].[CH3:29][O:28][C:25]1[CH:26]=[CH:27][C:22]([C:16]2[CH:15]=[CH:14][C:13]3[NH:12][C:11]4[CH2:10][CH2:9][NH:8][CH2:21][CH2:20][C:19]=4[C:18]=3[CH:17]=2)=[CH:23][CH:24]=1. The yield is 0.800. (2) The reactants are Cl[C:2]1[N:3]=[C:4]([NH:18][CH3:19])[C:5]2[N:6]=[C:7]([NH:14][CH2:15][CH2:16][CH3:17])[N:8]=[C:9]([NH:12][CH3:13])[C:10]=2[N:11]=1.[CH2:20]([NH:23][CH2:24][CH:25]=[CH2:26])[CH:21]=[CH2:22].C([O-])(O)=O.[Na+]. No catalyst specified. The product is [CH2:20]([N:23]([CH2:24][CH:25]=[CH2:26])[C:2]1[N:3]=[C:4]([NH:18][CH3:19])[C:5]2[N:6]=[C:7]([NH:14][CH2:15][CH2:16][CH3:17])[N:8]=[C:9]([NH:12][CH3:13])[C:10]=2[N:11]=1)[CH:21]=[CH2:22]. The yield is 0.620. (3) The reactants are [CH3:1][C:2]1([N:8]2[CH2:13][CH2:12][CH:11]([N:14]3[C@@H:18]4[CH2:19][CH2:20][CH2:21][CH2:22][C@H:17]4[NH:16][C:15]3=[O:23])[CH2:10][CH2:9]2)[CH2:7][CH2:6][NH:5][CH2:4][CH2:3]1.[CH:24]1([C:27](O)=[O:28])[CH2:26][CH2:25]1.CN(C(ON1N=NC2C=CC=NC1=2)=[N+](C)C)C.F[P-](F)(F)(F)(F)F.C(N(C(C)C)CC)(C)C. The catalyst is CN(C=O)C. The product is [CH:24]1([C:27]([N:5]2[CH2:6][CH2:7][C:2]([N:8]3[CH2:13][CH2:12][CH:11]([N:14]4[C@@H:18]5[CH2:19][CH2:20][CH2:21][CH2:22][C@H:17]5[NH:16][C:15]4=[O:23])[CH2:10][CH2:9]3)([CH3:1])[CH2:3][CH2:4]2)=[O:28])[CH2:26][CH2:25]1. The yield is 0.280.